From a dataset of Full USPTO retrosynthesis dataset with 1.9M reactions from patents (1976-2016). Predict the reactants needed to synthesize the given product. (1) Given the product [CH:1]([C:4]1[CH:9]=[CH:8][C:7]([S:10]([N:13]2[C:21]3[C:16](=[CH:17][CH:18]=[CH:19][CH:20]=3)[C:15]([CH2:22][N:24]3[CH2:30][CH2:29][CH2:28][NH:27][CH2:26][CH2:25]3)=[CH:14]2)(=[O:12])=[O:11])=[CH:6][CH:5]=1)([CH3:3])[CH3:2], predict the reactants needed to synthesize it. The reactants are: [CH:1]([C:4]1[CH:9]=[CH:8][C:7]([S:10]([N:13]2[C:21]3[C:16](=[CH:17][CH:18]=[CH:19][CH:20]=3)[C:15]([CH2:22]Cl)=[CH:14]2)(=[O:12])=[O:11])=[CH:6][CH:5]=1)([CH3:3])[CH3:2].[NH:24]1[CH2:30][CH2:29][CH2:28][NH:27][CH2:26][CH2:25]1. (2) Given the product [CH3:16][C:11]1[NH:12][C:13](=[O:15])[NH:14][C:10]=1[C:8]([C:5]1[CH:4]=[CH:3][C:2]([O:1][CH2:22][C:23]([O:25][CH2:26][CH3:27])=[O:24])=[CH:7][CH:6]=1)=[O:9], predict the reactants needed to synthesize it. The reactants are: [OH:1][C:2]1[CH:7]=[CH:6][C:5]([C:8]([C:10]2[NH:14][C:13](=[O:15])[NH:12][C:11]=2[CH3:16])=[O:9])=[CH:4][CH:3]=1.[H-].[Na+].[H][H].Br[CH2:22][C:23]([O:25][CH2:26][CH3:27])=[O:24]. (3) Given the product [C:22]([C:19]1[CH:18]=[CH:17][C:16]([C:14]2[CH:13]=[N:12][N:11]([CH2:10][C:6]3[CH:5]=[C:4]([CH:9]=[CH:8][CH:7]=3)[C:3]([OH:24])=[O:2])[CH:15]=2)=[CH:21][CH:20]=1)#[N:23], predict the reactants needed to synthesize it. The reactants are: C[O:2][C:3](=[O:24])[C:4]1[CH:9]=[CH:8][CH:7]=[C:6]([CH2:10][N:11]2[CH:15]=[C:14]([C:16]3[CH:21]=[CH:20][C:19]([C:22]#[N:23])=[CH:18][CH:17]=3)[CH:13]=[N:12]2)[CH:5]=1. (4) Given the product [OH:13][N:14]=[C:15]([NH2:22])[CH2:10][CH2:7][C:1]1[CH:2]=[CH:3][CH:4]=[CH:5][CH:6]=1, predict the reactants needed to synthesize it. The reactants are: [C:1]1([CH:7]([CH3:10])C#N)[CH:6]=[CH:5][CH:4]=[CH:3][CH:2]=1.NO.[OH:13][N:14]=[C:15]([NH2:22])C1C=CC=CC=1. (5) Given the product [CH2:30]([O:29][C:7]1[C:8]2[C:9](=[O:28])[N:10]([C:14]3[C:15]([F:27])=[CH:16][C:17]([CH2:21][C:22]([O:24][CH2:25][CH3:26])=[O:23])=[CH:18][C:19]=3[F:20])[CH:11]([OH:13])[C:12]=2[C:4]([O:3][CH2:1][CH3:2])=[C:5]2[CH:35]=[CH:34][CH:33]=[CH:32][C:6]=12)[CH3:31], predict the reactants needed to synthesize it. The reactants are: [CH2:1]([O:3][C:4]1[C:12]2[C:11](=[O:13])[N:10]([C:14]3[C:19]([F:20])=[CH:18][C:17]([CH2:21][C:22]([O:24][CH2:25][CH3:26])=[O:23])=[CH:16][C:15]=3[F:27])[C:9](=[O:28])[C:8]=2[C:7]([O:29][CH2:30][CH3:31])=[C:6]2[CH:32]=[CH:33][CH:34]=[CH:35][C:5]=12)[CH3:2].[BH4-].[Na+]. (6) Given the product [Cl:21][CH2:20][CH2:19][CH2:18][CH2:22][O:1][C:2]1[C:6]([CH3:15])([CH2:7][CH2:8][CH2:9][CH2:10][CH2:11][CH2:12][CH2:13][CH3:14])[S:5][C:4](=[O:16])[CH:3]=1, predict the reactants needed to synthesize it. The reactants are: [OH:1][C:2]1[C:6]([CH3:15])([CH2:7][CH2:8][CH2:9][CH2:10][CH2:11][CH2:12][CH2:13][CH3:14])[S:5][C:4](=[O:16])[CH:3]=1.I[CH:18]([CH3:22])[CH2:19][CH2:20][Cl:21]. (7) Given the product [NH2:1][C:2]1[C:12]([C:18]2[CH:19]=[CH:20][CH:21]=[CH:22][C:17]=2[CH2:16][OH:15])=[CH:11][C:10]([Br:14])=[C:4]2[C:5]([NH:7][C:8](=[O:9])[C:3]=12)=[O:6].[NH2:1][C:2]1[C:12]([C:20]2[CH:21]=[CH:22][C:17]([CH2:16][OH:15])=[CH:18][CH:19]=2)=[CH:11][C:10]([C:12]2[CH:11]=[CH:10][C:4]([CH2:5][OH:6])=[CH:3][CH:2]=2)=[C:4]2[C:5]([NH:7][C:8](=[O:9])[C:3]=12)=[O:6], predict the reactants needed to synthesize it. The reactants are: [NH2:1][C:2]1[C:12](I)=[CH:11][C:10]([Br:14])=[C:4]2[C:5]([NH:7][C:8](=[O:9])[C:3]=12)=[O:6].[OH:15][CH2:16][C:17]1[CH:22]=[CH:21][C:20](B(O)O)=[CH:19][CH:18]=1. (8) The reactants are: [F:1][C:2]1[C:3]([O:47][CH2:48][O:49][CH2:50][CH2:51][Si:52]([CH3:55])([CH3:54])[CH3:53])=[CH:4][C:5]([CH2:42][C:43]([F:46])([F:45])[F:44])=[C:6]([C:8]2[N:13]=[C:12]([NH:14][CH2:15][C:16]3[CH:21]=[CH:20][C:19]([O:22][CH3:23])=[CH:18][C:17]=3[N:24]([CH3:29])[S:25]([CH3:28])(=[O:27])=[O:26])[C:11]3[C:30](I)=[N:31][N:32]([CH2:33][O:34][CH2:35][CH2:36][Si:37]([CH3:40])([CH3:39])[CH3:38])[C:10]=3[CH:9]=2)[CH:7]=1.C1C[CH2:65][N:64]2C(=NCCC2)CC1.CN1CC[O:71]CC1.C(OC(Cl)=O)C(C)C.N. Given the product [F:1][C:2]1[C:3]([O:47][CH2:48][O:49][CH2:50][CH2:51][Si:52]([CH3:55])([CH3:54])[CH3:53])=[CH:4][C:5]([CH2:42][C:43]([F:46])([F:45])[F:44])=[C:6]([C:8]2[N:13]=[C:12]([NH:14][CH2:15][C:16]3[CH:21]=[CH:20][C:19]([O:22][CH3:23])=[CH:18][C:17]=3[N:24]([CH3:29])[S:25]([CH3:28])(=[O:27])=[O:26])[C:11]3[C:30]([C:65]([NH2:64])=[O:71])=[N:31][N:32]([CH2:33][O:34][CH2:35][CH2:36][Si:37]([CH3:40])([CH3:39])[CH3:38])[C:10]=3[CH:9]=2)[CH:7]=1, predict the reactants needed to synthesize it. (9) The reactants are: [NH2:1][C:2]1[N:7]=[C:6](Cl)[CH:5]=[CH:4][N:3]=1.[NH:9]1[C:17]2[C:12](=[CH:13][CH:14]=[CH:15][CH:16]=2)[CH:11]=[CH:10]1.C([O-])([O-])=O.[Cs+].[Cs+]. Given the product [N:9]1([C:6]2[CH:5]=[CH:4][N:3]=[C:2]([NH2:1])[N:7]=2)[C:17]2[C:12](=[CH:13][CH:14]=[CH:15][CH:16]=2)[CH:11]=[CH:10]1, predict the reactants needed to synthesize it. (10) The reactants are: [O:1]=[C:2]1[N:7]([CH2:8][CH2:9][N:10]2[CH2:15][CH2:14][CH:13](C3C=CC=CC=3C(O)=O)[CH2:12][CH2:11]2)[C:6]2[CH:25]=[CH:26][CH:27]=[CH:28][C:5]=2[O:4][CH2:3]1.CN1[CH2:35][CH2:34][O:33]CC1.ON1[C:41]2[CH:42]=C[CH:44]=[CH:45][C:40]=2N=N1.[C:46]1([CH2:52][CH2:53][CH2:54][NH2:55])[CH:51]=[CH:50][CH:49]=[CH:48][CH:47]=1.CN(C(ON1N=NC2C=CC=CC1=2)=[N+](C)C)C.F[P-](F)(F)(F)(F)F. Given the product [O:1]=[C:2]1[N:7]([CH2:8][CH2:9][N:10]2[CH2:11][CH2:12][CH:13]([C:35]3([CH:42]=[CH:41][CH:40]=[CH:45][CH2:44]3)[C:34]([NH:55][CH2:54][CH2:53][CH2:52][C:46]3[CH:51]=[CH:50][CH:49]=[CH:48][CH:47]=3)=[O:33])[CH2:14][CH2:15]2)[C:6]2[CH:25]=[CH:26][CH:27]=[CH:28][C:5]=2[O:4][CH2:3]1, predict the reactants needed to synthesize it.